This data is from Reaction yield outcomes from USPTO patents with 853,638 reactions. The task is: Predict the reaction yield, written as a fraction of the theoretical maximum amount of product (1.0 means a 100% yield; for example, 0.34 means a 34% yield). (1) The reactants are C(OC([N:8]1[CH2:12][C@@H:11]([C:13]2[C:21]3[C:16](=[CH:17][CH:18]=[CH:19][CH:20]=3)[NH:15][CH:14]=2)[C@H:10]([C:22]2[C:32]3=[C:33]4[C:28](=[CH:29][CH:30]=[CH:31]3)[CH2:27][CH2:26][CH2:25][N:24]4[CH:23]=2)[CH2:9]1)=O)(C)(C)C.Cl.O1CCOCC1.CCN(C(C)C)C(C)C.[C:50]1([S:56](Cl)(=[O:58])=[O:57])[CH:55]=[CH:54][CH:53]=[CH:52][CH:51]=1. The catalyst is C(Cl)Cl. The product is [C:50]1([S:56]([N:8]2[CH2:12][C@@H:11]([C:13]3[C:21]4[C:16](=[CH:17][CH:18]=[CH:19][CH:20]=4)[NH:15][CH:14]=3)[C@H:10]([C:22]3[C:32]4=[C:33]5[C:28](=[CH:29][CH:30]=[CH:31]4)[CH2:27][CH2:26][CH2:25][N:24]5[CH:23]=3)[CH2:9]2)(=[O:58])=[O:57])[CH:55]=[CH:54][CH:53]=[CH:52][CH:51]=1. The yield is 0.570. (2) The catalyst is CO. The product is [CH:27]1([N:32]2[C:5]([C:7]3[C:12](=[O:13])[CH:11]=[CH:10][N:9]([C:14]4[CH:15]=[CH:16][C:17]([N:20]5[CH2:21][CH2:22][O:23][CH2:24][CH2:25]5)=[CH:18][CH:19]=4)[N:8]=3)=[CH:4][CH:3]=[N:2]2)[CH2:31][CH2:30][CH2:29][CH2:28]1. The yield is 0.0900. The reactants are C[N:2](C)[CH:3]=[CH:4][C:5]([C:7]1[C:12](=[O:13])[CH:11]=[CH:10][N:9]([C:14]2[CH:19]=[CH:18][C:17]([N:20]3[CH2:25][CH2:24][O:23][CH2:22][CH2:21]3)=[CH:16][CH:15]=2)[N:8]=1)=O.[CH:27]1([NH:32]N)[CH2:31][CH2:30][CH2:29][CH2:28]1. (3) The reactants are [N:1]1[CH:2]=[CH:3][N:4]2[CH:9]=[CH:8][N:7]=[CH:6][C:5]=12. The catalyst is COCCO.[Pt](=O)=O. The product is [N:1]1[CH:2]=[CH:3][N:4]2[CH2:9][CH2:8][NH:7][CH2:6][C:5]=12. The yield is 0.387. (4) The reactants are [CH3:1][N:2]1[CH2:7][CH2:6][N:5]([C:8]2[CH:9]=[C:10]([NH:14][C:15]3[N:20]=[C:19]([CH2:21][CH2:22][C:23]4[CH:28]=[CH:27][CH:26]=[CH:25][C:24]=4[CH2:29][C:30](O)=[O:31])[C:18]([C:33]([F:36])([F:35])[F:34])=[CH:17][N:16]=3)[CH:11]=[CH:12][CH:13]=2)[CH2:4][CH2:3]1.C[N:38](C(ON1N=NC2C=CC=NC1=2)=[N+](C)C)C.F[P-](F)(F)(F)(F)F.CCN(C(C)C)C(C)C.[Cl-].[NH4+]. The catalyst is CN(C=O)C. The product is [CH3:1][N:2]1[CH2:3][CH2:4][N:5]([C:8]2[CH:9]=[C:10]([NH:14][C:15]3[N:20]=[C:19]([CH2:21][CH2:22][C:23]4[CH:28]=[CH:27][CH:26]=[CH:25][C:24]=4[CH2:29][C:30]([NH2:38])=[O:31])[C:18]([C:33]([F:35])([F:34])[F:36])=[CH:17][N:16]=3)[CH:11]=[CH:12][CH:13]=2)[CH2:6][CH2:7]1. The yield is 0.280. (5) The catalyst is CCO.[Fe]. The reactants are [N+:1]([C:4]1[CH:5]=[C:6]2[C:11](=[CH:12][CH:13]=1)[N:10]([CH2:14][C:15]1[CH:20]=[CH:19][CH:18]=[C:17]([C:21]([N:23]3[CH2:28][CH2:27][N:26]([C:29]4[N:34]=[CH:33][CH:32]=[CH:31][N:30]=4)[CH2:25][CH2:24]3)=[O:22])[CH:16]=1)[C:9](=[O:35])[NH:8][C:7]2=[O:36])([O-])=O.[NH4+].[Cl-]. The product is [NH2:1][C:4]1[CH:5]=[C:6]2[C:11](=[CH:12][CH:13]=1)[N:10]([CH2:14][C:15]1[CH:20]=[CH:19][CH:18]=[C:17]([C:21]([N:23]3[CH2:24][CH2:25][N:26]([C:29]4[N:30]=[CH:31][CH:32]=[CH:33][N:34]=4)[CH2:27][CH2:28]3)=[O:22])[CH:16]=1)[C:9](=[O:35])[NH:8][C:7]2=[O:36]. The yield is 0.236. (6) The reactants are [Cl:1][C:2]1[N:3]=[N:4][C:5]([Cl:9])=[CH:6][C:7]=1Cl.[NH:10]1[CH2:15][CH2:14][O:13][CH2:12][CH2:11]1. The catalyst is CCO. The product is [Cl:1][C:2]1[N:3]=[N:4][C:5]([Cl:9])=[CH:6][C:7]=1[N:10]1[CH2:15][CH2:14][O:13][CH2:12][CH2:11]1. The yield is 0.860. (7) The reactants are FC(F)(F)C(O)=O.[N:8]1[C:13]2[NH:14][C:15]3[CH:25]=[N:24][CH:23]=[CH:22][C:16]=3/[C:17](=[N:20]/[OH:21])/[C:18](=O)[C:12]=2[CH:11]=[CH:10][CH:9]=1.[Cl:26][C:27]1[CH:34]=[C:33]([CH2:35][O:36][Si:37]([CH:44]([CH3:46])[CH3:45])([CH:41]([CH3:43])[CH3:42])[CH:38]([CH3:40])[CH3:39])[CH:32]=[C:31]([Cl:47])[C:28]=1[CH:29]=O.C([O-])(=O)C.[NH4+:52]. The catalyst is C(O)(=O)C. The product is [Cl:26][C:27]1[CH:34]=[C:33]([CH2:35][O:36][Si:37]([CH:44]([CH3:46])[CH3:45])([CH:41]([CH3:43])[CH3:42])[CH:38]([CH3:40])[CH3:39])[CH:32]=[C:31]([Cl:47])[C:28]=1[C:29]1[N:20]([OH:21])[C:17]2[C:16]3[CH:22]=[CH:23][N:24]=[CH:25][C:15]=3[NH:14][C:13]3[N:8]=[CH:9][CH:10]=[CH:11][C:12]=3[C:18]=2[N:52]=1. The yield is 1.00. (8) The reactants are [C:1]1([C@@H:13]2[C@H:18]([CH3:19])[CH2:17][CH2:16][N:15](C(OC(C)(C)C)=O)[CH2:14]2)[N:5]2[C:6]3[CH:12]=[CH:11][NH:10][C:7]=3[N:8]=[CH:9][C:4]2=[CH:3][N:2]=1.[ClH:27]. The catalyst is O1CCOCC1. The product is [ClH:27].[CH3:19][C@@H:18]1[CH2:17][CH2:16][NH:15][CH2:14][C@@H:13]1[C:1]1[N:5]2[C:6]3[CH:12]=[CH:11][NH:10][C:7]=3[N:8]=[CH:9][C:4]2=[CH:3][N:2]=1. The yield is 0.890. (9) The reactants are Br[C:2]1[CH:3]=[CH:4][C:5]2[N:6]([N:8]=[C:9]([NH:11][C:12](=[O:19])[C:13]3[CH:18]=[CH:17][CH:16]=[N:15][CH:14]=3)[N:10]=2)[CH:7]=1.[CH3:20][O:21][C:22]1[CH:23]=[C:24](B(O)O)[CH:25]=[CH:26][CH:27]=1. No catalyst specified. The product is [CH3:20][O:21][C:22]1[CH:27]=[C:26]([C:2]2[CH:3]=[CH:4][C:5]3[N:6]([N:8]=[C:9]([NH:11][C:12](=[O:19])[C:13]4[CH:18]=[CH:17][CH:16]=[N:15][CH:14]=4)[N:10]=3)[CH:7]=2)[CH:25]=[CH:24][CH:23]=1. The yield is 0.530.